From a dataset of NCI-60 drug combinations with 297,098 pairs across 59 cell lines. Regression. Given two drug SMILES strings and cell line genomic features, predict the synergy score measuring deviation from expected non-interaction effect. (1) Drug 1: C(=O)(N)NO. Drug 2: CC12CCC3C(C1CCC2O)C(CC4=C3C=CC(=C4)O)CCCCCCCCCS(=O)CCCC(C(F)(F)F)(F)F. Cell line: RPMI-8226. Synergy scores: CSS=8.51, Synergy_ZIP=-5.14, Synergy_Bliss=-5.37, Synergy_Loewe=-5.13, Synergy_HSA=-4.58. (2) Drug 1: C1=CC(=CC=C1C#N)C(C2=CC=C(C=C2)C#N)N3C=NC=N3. Drug 2: CNC(=O)C1=NC=CC(=C1)OC2=CC=C(C=C2)NC(=O)NC3=CC(=C(C=C3)Cl)C(F)(F)F. Cell line: SK-MEL-5. Synergy scores: CSS=2.41, Synergy_ZIP=-0.229, Synergy_Bliss=-0.400, Synergy_Loewe=1.66, Synergy_HSA=-0.630. (3) Drug 1: CC1C(C(=O)NC(C(=O)N2CCCC2C(=O)N(CC(=O)N(C(C(=O)O1)C(C)C)C)C)C(C)C)NC(=O)C3=C4C(=C(C=C3)C)OC5=C(C(=O)C(=C(C5=N4)C(=O)NC6C(OC(=O)C(N(C(=O)CN(C(=O)C7CCCN7C(=O)C(NC6=O)C(C)C)C)C)C(C)C)C)N)C. Drug 2: CC1=C(C=C(C=C1)C(=O)NC2=CC(=CC(=C2)C(F)(F)F)N3C=C(N=C3)C)NC4=NC=CC(=N4)C5=CN=CC=C5. Cell line: OVCAR-5. Synergy scores: CSS=1.60, Synergy_ZIP=1.92, Synergy_Bliss=2.30, Synergy_Loewe=1.73, Synergy_HSA=-0.759. (4) Drug 1: CC1OCC2C(O1)C(C(C(O2)OC3C4COC(=O)C4C(C5=CC6=C(C=C35)OCO6)C7=CC(=C(C(=C7)OC)O)OC)O)O. Drug 2: C1=NC2=C(N1)C(=S)N=C(N2)N. Cell line: MDA-MB-231. Synergy scores: CSS=38.8, Synergy_ZIP=-17.1, Synergy_Bliss=-6.08, Synergy_Loewe=-1.71, Synergy_HSA=0.523. (5) Drug 1: CCC(=C(C1=CC=CC=C1)C2=CC=C(C=C2)OCCN(C)C)C3=CC=CC=C3.C(C(=O)O)C(CC(=O)O)(C(=O)O)O. Drug 2: CCCCCOC(=O)NC1=NC(=O)N(C=C1F)C2C(C(C(O2)C)O)O. Cell line: HT29. Synergy scores: CSS=-2.88, Synergy_ZIP=11.6, Synergy_Bliss=9.75, Synergy_Loewe=1.53, Synergy_HSA=1.51. (6) Drug 1: CCCCCOC(=O)NC1=NC(=O)N(C=C1F)C2C(C(C(O2)C)O)O. Drug 2: COC1=C2C(=CC3=C1OC=C3)C=CC(=O)O2. Cell line: MCF7. Synergy scores: CSS=-6.62, Synergy_ZIP=3.47, Synergy_Bliss=-0.608, Synergy_Loewe=-10.9, Synergy_HSA=-10.7. (7) Drug 1: CC1=C2C(C(=O)C3(C(CC4C(C3C(C(C2(C)C)(CC1OC(=O)C(C(C5=CC=CC=C5)NC(=O)OC(C)(C)C)O)O)OC(=O)C6=CC=CC=C6)(CO4)OC(=O)C)OC)C)OC. Drug 2: CC(C1=C(C=CC(=C1Cl)F)Cl)OC2=C(N=CC(=C2)C3=CN(N=C3)C4CCNCC4)N. Cell line: SK-MEL-2. Synergy scores: CSS=37.8, Synergy_ZIP=-1.02, Synergy_Bliss=-3.35, Synergy_Loewe=-20.2, Synergy_HSA=-3.52.